Dataset: Peptide-MHC class I binding affinity with 185,985 pairs from IEDB/IMGT. Task: Regression. Given a peptide amino acid sequence and an MHC pseudo amino acid sequence, predict their binding affinity value. This is MHC class I binding data. The peptide sequence is RPRLHSISF. The MHC is HLA-C04:01 with pseudo-sequence HLA-C04:01. The binding affinity (normalized) is 0.213.